This data is from Forward reaction prediction with 1.9M reactions from USPTO patents (1976-2016). The task is: Predict the product of the given reaction. (1) Given the reactants [Cl:1][C:2]1[N:7]=[CH:6][C:5]([CH2:8][NH:9][C:10]2[N:14]=[C:13]([S:15][CH3:16])[NH:12][N:11]=2)=[CH:4][CH:3]=1.[C:17](OCC)(=[O:22])[CH2:18][C:19]([CH3:21])=O.O, predict the reaction product. The product is: [Cl:1][C:2]1[N:7]=[CH:6][C:5]([CH2:8][N:9]2[C:17](=[O:22])[CH:18]=[C:19]([CH3:21])[N:11]3[N:12]=[C:13]([S:15][CH3:16])[N:14]=[C:10]23)=[CH:4][CH:3]=1. (2) The product is: [CH2:1]([O:8][C:9]([NH:10][CH:11]1[CH2:16][CH2:15][CH2:14][CH2:13][CH:12]1[C:17]([OH:19])=[O:27])=[O:20])[C:2]1[CH:3]=[CH:4][CH:5]=[CH:6][CH:7]=1. Given the reactants [CH2:1]([O:8][C:9](=[O:20])[NH:10][CH:11]1[CH2:16][CH2:15][CH2:14][CH2:13][CH:12]1[C:17](=[O:19])C)[C:2]1[CH:7]=[CH:6][CH:5]=[CH:4][CH:3]=1.O.[OH-].[Li+].Cl.C(OCC)(=[O:27])C, predict the reaction product. (3) Given the reactants [O:1]1[C:7]2[CH:8]=[CH:9][C:10]([CH:12]=O)=[CH:11][C:6]=2[O:5][CH2:4][CH2:3][CH2:2]1.[CH2:14]([NH2:18])[CH:15]([CH3:17])[CH3:16].C(O)(=O)C.C(O[BH-](OC(=O)C)OC(=O)C)(=O)C.[Na+], predict the reaction product. The product is: [O:1]1[C:7]2[CH:8]=[CH:9][C:10]([CH2:12][NH:18][CH2:14][CH:15]([CH3:17])[CH3:16])=[CH:11][C:6]=2[O:5][CH2:4][CH2:3][CH2:2]1. (4) Given the reactants [C:1]1([CH3:18])[CH:6]=[CH:5][CH:4]=[C:3]([C:7]2[C:8](=[O:17])[N:9]([CH3:16])[C:10](=[O:15])[N:11]([CH3:14])[C:12]=2[CH3:13])[CH:2]=1.[Br:19]Br, predict the reaction product. The product is: [Br:19][CH2:13][C:12]1[N:11]([CH3:14])[C:10](=[O:15])[N:9]([CH3:16])[C:8](=[O:17])[C:7]=1[C:3]1[CH:2]=[C:1]([CH3:18])[CH:6]=[CH:5][CH:4]=1. (5) Given the reactants C(OC([N:8]1[C:17]2[C:12](=[CH:13][CH:14]=[CH:15][CH:16]=2)[N:11]([C:18]2[CH:23]=[CH:22][C:21]([N:24]3[CH2:29][CH2:28][N:27]([C:30]([O:32][CH2:33][C:34]4[CH:39]=[CH:38][CH:37]=[CH:36][CH:35]=4)=[O:31])[CH2:26][CH2:25]3)=[CH:20][CH:19]=2)[CH2:10][CH2:9]1)=O)(C)(C)C.Cl.C(=O)([O-])[O-].[Na+].[Na+], predict the reaction product. The product is: [CH2:33]([O:32][C:30]([N:27]1[CH2:28][CH2:29][N:24]([C:21]2[CH:22]=[CH:23][C:18]([N:11]3[C:12]4[C:17](=[CH:16][CH:15]=[CH:14][CH:13]=4)[NH:8][CH2:9][CH2:10]3)=[CH:19][CH:20]=2)[CH2:25][CH2:26]1)=[O:31])[C:34]1[CH:39]=[CH:38][CH:37]=[CH:36][CH:35]=1. (6) Given the reactants [OH:1][CH2:2][C:3]1[CH:14]=[CH:13][C:6]([C:7]([N:9]([O:11][CH3:12])[CH3:10])=[O:8])=[CH:5][CH:4]=1.[H-].[Na+].[CH3:17][O:18][C:19]1[CH:26]=[CH:25][C:22]([CH2:23]Br)=[CH:21][CH:20]=1.[Cl-].[NH4+], predict the reaction product. The product is: [CH3:12][O:11][N:9]([CH3:10])[C:7](=[O:8])[C:6]1[CH:13]=[CH:14][C:3]([CH2:2][O:1][CH2:23][C:22]2[CH:25]=[CH:26][C:19]([O:18][CH3:17])=[CH:20][CH:21]=2)=[CH:4][CH:5]=1. (7) Given the reactants [P:1]([OH:13])([O:8][C:9]([CH3:12])([CH3:11])[CH3:10])([O:3][C:4]([CH3:7])([CH3:6])[CH3:5])=[O:2].C(=O)(O)[O-].[Na+].S([O-])(O)(=O)=O.S(Cl)(O[CH2:28][Cl:29])(=O)=O, predict the reaction product. The product is: [P:1]([O:13][CH2:28][Cl:29])([O:3][C:4]([CH3:6])([CH3:7])[CH3:5])([O:8][C:9]([CH3:12])([CH3:11])[CH3:10])=[O:2]. (8) Given the reactants [N:1]1([C:5]([C:7]2[CH:25]=[CH:24][C:10]3[NH:11][C:12](=[N:14][C:15](=[O:23])[C:16]4[CH:21]=[CH:20][C:19]([CH3:22])=[CH:18][CH:17]=4)[S:13][C:9]=3[CH:8]=2)=[O:6])[CH2:4][CH2:3][CH2:2]1.C(=O)([O-])[O-].[K+].[K+].Br[CH:33]([CH2:38][CH3:39])[C:34]([O:36][CH3:37])=[O:35], predict the reaction product. The product is: [N:1]1([C:5]([C:7]2[CH:25]=[CH:24][C:10]3[N:11]([CH:33]([CH2:38][CH3:39])[C:34]([O:36][CH3:37])=[O:35])[C:12](=[N:14][C:15](=[O:23])[C:16]4[CH:21]=[CH:20][C:19]([CH3:22])=[CH:18][CH:17]=4)[S:13][C:9]=3[CH:8]=2)=[O:6])[CH2:2][CH2:3][CH2:4]1.